This data is from Forward reaction prediction with 1.9M reactions from USPTO patents (1976-2016). The task is: Predict the product of the given reaction. The product is: [CH2:1]([N:8]1[CH:12]=[C:11]([CH2:13][OH:14])[C:10]([O:18][CH2:19][C:20]2[CH:25]=[CH:24][CH:23]=[C:22]([O:26][CH2:27][C:28]3[N:29]=[C:30]([C:34]4[CH:35]=[CH:36][CH:37]=[CH:38][CH:39]=4)[O:31][C:32]=3[CH3:33])[CH:21]=2)=[N:9]1)[C:2]1[CH:7]=[CH:6][CH:5]=[CH:4][CH:3]=1. Given the reactants [CH2:1]([N:8]1[CH:12]=[C:11]([C:13](OCC)=[O:14])[C:10]([O:18][CH2:19][C:20]2[CH:25]=[CH:24][CH:23]=[C:22]([O:26][CH2:27][C:28]3[N:29]=[C:30]([C:34]4[CH:39]=[CH:38][CH:37]=[CH:36][CH:35]=4)[O:31][C:32]=3[CH3:33])[CH:21]=2)=[N:9]1)[C:2]1[CH:7]=[CH:6][CH:5]=[CH:4][CH:3]=1.[H-].[Al+3].[Li+].[H-].[H-].[H-].O.O.O.O.O.O.O.O.O.O.S([O-])([O-])(=O)=O.[Na+].[Na+], predict the reaction product.